Dataset: Forward reaction prediction with 1.9M reactions from USPTO patents (1976-2016). Task: Predict the product of the given reaction. (1) Given the reactants [F:1][C:2]1[CH:3]=[CH:4][CH2:5][CH:6]2[C:11]=1[N:10]1[CH2:12][CH2:13][CH2:14][CH:9]1[CH2:8][NH:7]2.C(N(C(C)C)CC)(C)C.Br[CH2:25][C:26]([NH2:28])=[O:27].O, predict the reaction product. The product is: [F:1][C:2]1[CH:3]=[CH:4][CH2:5][CH:6]2[C:11]=1[N:10]1[CH2:12][CH2:13][CH2:14][CH:9]1[CH2:8][N:7]2[CH2:25][C:26]([NH2:28])=[O:27]. (2) The product is: [CH3:28][O:29][N:30]=[C:6]1[C:5]2[C:10](=[CH:11][C:2]([CH3:1])=[CH:3][CH:4]=2)[O:9][C@@H:8]([C:12]2[CH:13]=[C:14]([CH:19]=[CH:20][CH:21]=2)[C:15]([O:17][CH3:18])=[O:16])[CH2:7]1. Given the reactants [CH3:1][C:2]1[CH:11]=[C:10]2[C:5]([C:6](=O)[CH2:7][C@H:8]([C:12]3[CH:13]=[C:14]([CH:19]=[CH:20][CH:21]=3)[C:15]([O:17][CH3:18])=[O:16])[O:9]2)=[CH:4][CH:3]=1.C([O-])(=O)C.[Na+].[CH3:28][O:29][NH2:30].Cl, predict the reaction product. (3) Given the reactants [F:1][C:2]1[CH:3]=[C:4]2[C:8](=[CH:9][CH:10]=1)[NH:7][C:6](=[O:11])[CH2:5]2.[Li+].C[Si]([N-][Si](C)(C)C)(C)C.C1COCC1.[CH3:27][C:28]1([CH3:47])[C:36]2[C:31](=[CH:32][CH:33]=[C:34]([O:37][CH2:38][CH2:39][N:40]3[CH2:45][CH2:44][O:43][CH2:42][CH2:41]3)[CH:35]=2)[C:30](=O)[O:29]1, predict the reaction product. The product is: [CH3:27][C:28]1([CH3:47])[C:36]2[C:31](=[CH:32][CH:33]=[C:34]([O:37][CH2:38][CH2:39][N:40]3[CH2:45][CH2:44][O:43][CH2:42][CH2:41]3)[CH:35]=2)[C:30](=[C:5]2[C:4]3[C:8](=[CH:9][CH:10]=[C:2]([F:1])[CH:3]=3)[NH:7][C:6]2=[O:11])[O:29]1. (4) Given the reactants [CH3:1][C:2]1[N:7]=[C:6]([C:8]([OH:10])=O)[C:5]([C:11]2[N:16]=[CH:15][CH:14]=[CH:13][N:12]=2)=[CH:4][CH:3]=1.CCN(C(C)C)C(C)C.[C@H:26]12[CH2:32][C@H:31]1[CH2:30][C@@H:29]([CH2:33][NH:34][C:35]1[CH:40]=[CH:39][C:38]([C:41]([F:44])([F:43])[F:42])=[CH:37][N:36]=1)[NH:28][CH2:27]2.CN(C(ON1N=NC2C=CC=CC1=2)=[N+](C)C)C.[B-](F)(F)(F)F.C([O-])(O)=O.[Na+], predict the reaction product. The product is: [CH3:1][C:2]1[N:7]=[C:6]([C:8]([N:28]2[C@H:29]([CH2:33][NH:34][C:35]3[CH:40]=[CH:39][C:38]([C:41]([F:42])([F:43])[F:44])=[CH:37][N:36]=3)[CH2:30][C@H:31]3[C@H:26]([CH2:32]3)[CH2:27]2)=[O:10])[C:5]([C:11]2[N:16]=[CH:15][CH:14]=[CH:13][N:12]=2)=[CH:4][CH:3]=1. (5) Given the reactants [CH2:1]([O:8][C@H:9]1[C@H:14]([O:15][CH2:16][C:17]2[CH:22]=[CH:21][CH:20]=[CH:19][CH:18]=2)[C@@H:13]([O:23][CH2:24][C:25]2[CH:30]=[CH:29][CH:28]=[CH:27][CH:26]=2)[C@H:12]([C:31]2[CH:36]=[C:35]([CH2:37][C:38]3[CH:43]=[CH:42][C:41]([O:44][CH2:45][CH3:46])=[CH:40][CH:39]=3)[C:34]([Cl:47])=[C:33]([O:48]CC=C)[C:32]=2[O:52]CC=C)[O:11][C@@H:10]1[CH2:56][O:57][CH2:58][C:59]1[CH:64]=[CH:63][CH:62]=[CH:61][CH:60]=1)[C:2]1[CH:7]=[CH:6][CH:5]=[CH:4][CH:3]=1.[BH4-].[Na+].[NH4+].[Cl-], predict the reaction product. The product is: [Cl:47][C:34]1[C:35]([CH2:37][C:38]2[CH:43]=[CH:42][C:41]([O:44][CH2:45][CH3:46])=[CH:40][CH:39]=2)=[CH:36][C:31]([C@H:12]2[C@H:13]([O:23][CH2:24][C:25]3[CH:30]=[CH:29][CH:28]=[CH:27][CH:26]=3)[C@@H:14]([O:15][CH2:16][C:17]3[CH:22]=[CH:21][CH:20]=[CH:19][CH:18]=3)[C@H:9]([O:8][CH2:1][C:2]3[CH:3]=[CH:4][CH:5]=[CH:6][CH:7]=3)[C@@H:10]([CH2:56][O:57][CH2:58][C:59]3[CH:60]=[CH:61][CH:62]=[CH:63][CH:64]=3)[O:11]2)=[C:32]([OH:52])[C:33]=1[OH:48]. (6) Given the reactants [CH3:1][C:2]([O:5][C:6]([NH:8][C@H:9]1[CH2:13][CH2:12][N:11]([C@H:14]([C:19]([N:21]2[CH2:26][CH2:25][O:24][CH2:23][CH2:22]2)=[O:20])[CH2:15][C:16](O)=[O:17])[C:10]1=[O:27])=[O:7])([CH3:4])[CH3:3].CN1CCOCC1.ClC(OCC(C)C)=O.[BH4-].[Na+], predict the reaction product. The product is: [OH:17][CH2:16][CH2:15][C@H:14]([N:11]1[CH2:12][CH2:13][C@H:9]([NH:8][C:6](=[O:7])[O:5][C:2]([CH3:1])([CH3:4])[CH3:3])[C:10]1=[O:27])[C:19]([N:21]1[CH2:22][CH2:23][O:24][CH2:25][CH2:26]1)=[O:20]. (7) Given the reactants [CH3:1][C:2]([C:6]1[CH:11]=[CH:10][C:9]([NH:12]C(=O)C)=[C:8]([N+:16]([O-:18])=[O:17])[CH:7]=1)([CH3:5])[CH2:3][CH3:4].O.[OH-].[Na+], predict the reaction product. The product is: [CH3:5][C:2]([C:6]1[CH:11]=[CH:10][C:9]([NH2:12])=[C:8]([N+:16]([O-:18])=[O:17])[CH:7]=1)([CH3:1])[CH2:3][CH3:4]. (8) Given the reactants [C:1]1(=O)[CH2:6][CH2:5][CH2:4][CH2:3][CH2:2]1.[NH2:8][C:9]([NH2:11])=[S:10].[I:12]I, predict the reaction product. The product is: [IH:12].[NH2:11][C:9]1[S:10][C:1]2[CH2:6][CH2:5][CH2:4][CH2:3][C:2]=2[N:8]=1. (9) Given the reactants [C:1]([C@@H:3]([NH:12][C:13]([C@@H:15]1[CH2:20][CH2:19][CH2:18][CH2:17][N:16]1C(OC(C)(C)C)=O)=[O:14])[CH2:4][C:5]1[CH:10]=[CH:9][C:8](I)=[CH:7][CH:6]=1)#[N:2].[Si]([O:35][CH2:36][CH2:37][NH:38][S:39]([C:42]1[CH:47]=[CH:46][C:45](B(O)O)=[CH:44][CH:43]=1)(=[O:41])=[O:40])(C(C)(C)C)(C)C.C(=O)([O-])[O-].[K+].[K+], predict the reaction product. The product is: [C:1]([C@@H:3]([NH:12][C:13]([C@@H:15]1[CH2:20][CH2:19][CH2:18][CH2:17][NH:16]1)=[O:14])[CH2:4][C:5]1[CH:6]=[CH:7][C:8]([C:45]2[CH:44]=[CH:43][C:42]([S:39](=[O:40])(=[O:41])[NH:38][CH2:37][CH2:36][OH:35])=[CH:47][CH:46]=2)=[CH:9][CH:10]=1)#[N:2].